This data is from Full USPTO retrosynthesis dataset with 1.9M reactions from patents (1976-2016). The task is: Predict the reactants needed to synthesize the given product. Given the product [O:1]1[C:5]2[CH:6]=[CH:7][C:8]([C:10]3([C:13]([NH:32][C:31]4[C:26]([S:16]([C:19]5[CH:20]=[CH:21][C:22]([CH3:23])=[CH:24][CH:25]=5)(=[O:18])=[O:17])=[N:27][CH:28]=[CH:29][CH:30]=4)=[O:14])[CH2:12][CH2:11]3)=[CH:9][C:4]=2[O:3][CH2:2]1, predict the reactants needed to synthesize it. The reactants are: [O:1]1[C:5]2[CH:6]=[CH:7][C:8]([C:10]3([C:13](Cl)=[O:14])[CH2:12][CH2:11]3)=[CH:9][C:4]=2[O:3][CH2:2]1.[S:16]([C:26]1[C:31]([NH2:32])=[CH:30][CH:29]=[CH:28][N:27]=1)([C:19]1[CH:25]=[CH:24][C:22]([CH3:23])=[CH:21][CH:20]=1)(=[O:18])=[O:17].